Dataset: Forward reaction prediction with 1.9M reactions from USPTO patents (1976-2016). Task: Predict the product of the given reaction. (1) Given the reactants [N+:1]([C:4]1[CH:5]=[C:6]2[C:11](=[CH:12][CH:13]=1)[NH:10][C:9](=[O:14])[N:8]([CH2:15][CH:16]1[CH2:19][O:18][CH2:17]1)[C:7]2=[O:20])([O-:3])=[O:2].C(=O)([O-])[O-].[K+].[K+].[CH2:27](I)[CH3:28].O, predict the reaction product. The product is: [CH2:27]([N:10]1[C:11]2[C:6](=[CH:5][C:4]([N+:1]([O-:3])=[O:2])=[CH:13][CH:12]=2)[C:7](=[O:20])[N:8]([CH2:15][CH:16]2[CH2:17][O:18][CH2:19]2)[C:9]1=[O:14])[CH3:28]. (2) Given the reactants [C:1]([C:5]1[CH:10]=[CH:9][C:8]([NH:11][C:12](=[O:34])[C:13]2[CH:18]=[CH:17][C:16]([C:19]3[C:24]([N:25](S(C)(=O)=O)[S:26]([CH3:29])(=[O:28])=[O:27])=[CH:23][CH:22]=[CH:21][N:20]=3)=[CH:15][CH:14]=2)=[CH:7][CH:6]=1)([CH3:4])([CH3:3])[CH3:2].C(NCC)C, predict the reaction product. The product is: [C:1]([C:5]1[CH:10]=[CH:9][C:8]([NH:11][C:12](=[O:34])[C:13]2[CH:18]=[CH:17][C:16]([C:19]3[C:24]([NH:25][S:26]([CH3:29])(=[O:28])=[O:27])=[CH:23][CH:22]=[CH:21][N:20]=3)=[CH:15][CH:14]=2)=[CH:7][CH:6]=1)([CH3:4])([CH3:2])[CH3:3]. (3) Given the reactants [CH3:1][O:2][C:3](=[O:17])[CH2:4][CH2:5][CH2:6][C:7](=[O:16])[NH:8][C:9]1[CH:14]=[CH:13][C:12](I)=[CH:11][CH:10]=1.CN(C=O)C.C(=O)(O)[O-].[Na+].[CH3:28][CH:29]([OH:32])[CH:30]=[CH2:31], predict the reaction product. The product is: [CH3:1][O:2][C:3](=[O:17])[CH2:4][CH2:5][CH2:6][C:7](=[O:16])[NH:8][C:9]1[CH:14]=[CH:13][C:12]([CH2:31][CH2:30][C:29](=[O:32])[CH3:28])=[CH:11][CH:10]=1. (4) Given the reactants [Cl:1][C:2]([Cl:17])=[C:3]([C:7]1[CH:12]=[CH:11][C:10]([C:13]([F:16])([F:15])[F:14])=[CH:9][CH:8]=1)[C:4]([OH:6])=O.O=C1N(P(Cl)(N2CCOC2=O)=O)CCO1.C(N(CC)CC)C.[Cl:40][C:41]1[CH:51]=[C:50]([O:52][CH2:53][CH:54]=[C:55]([Cl:57])[Cl:56])[CH:49]=[C:48]([Cl:58])[C:42]=1[O:43][CH2:44][CH2:45][CH2:46][NH2:47], predict the reaction product. The product is: [Cl:17][C:2]([Cl:1])=[C:3]([C:7]1[CH:12]=[CH:11][C:10]([C:13]([F:16])([F:15])[F:14])=[CH:9][CH:8]=1)[C:4]([NH:47][CH2:46][CH2:45][CH2:44][O:43][C:42]1[C:48]([Cl:58])=[CH:49][C:50]([O:52][CH2:53][CH:54]=[C:55]([Cl:57])[Cl:56])=[CH:51][C:41]=1[Cl:40])=[O:6].